Dataset: Catalyst prediction with 721,799 reactions and 888 catalyst types from USPTO. Task: Predict which catalyst facilitates the given reaction. (1) Reactant: [CH:1]1([C:7](=[O:20])[CH2:8][C:9]2[CH:14]=[CH:13][CH:12]=[CH:11][C:10]=2[O:15][C:16]([F:19])([F:18])[F:17])[CH2:6][CH2:5][CH2:4][CH2:3][CH2:2]1.CC(C)([O-])C.[K+].[CH2:27]([O:29][CH:30]([O:33][CH2:34][CH3:35])[CH2:31]Br)[CH3:28]. Product: [CH2:27]([O:29][CH:30]([O:33][CH2:34][CH3:35])[CH2:31][CH:8]([C:9]1[CH:14]=[CH:13][CH:12]=[CH:11][C:10]=1[O:15][C:16]([F:18])([F:19])[F:17])[C:7]([CH:1]1[CH2:6][CH2:5][CH2:4][CH2:3][CH2:2]1)=[O:20])[CH3:28]. The catalyst class is: 58. (2) Reactant: CC(C)([O-])C.[K+].[NH2:7][C:8]1[CH:21]=[CH:20][C:19]([Cl:22])=[CH:18][C:9]=1[C:10]([NH:12][CH:13]([CH:15]1[CH2:17][CH2:16]1)[CH3:14])=[O:11].[Br:23][C:24]1[CH:28]=[C:27]([C:29](OC2C=CC=CC=2)=[O:30])[N:26]([C:38]2[C:43]([Cl:44])=[CH:42][CH:41]=[CH:40][N:39]=2)[N:25]=1.Cl. Product: [Br:23][C:24]1[CH:28]=[C:27]([C:29]([NH:7][C:8]2[CH:21]=[CH:20][C:19]([Cl:22])=[CH:18][C:9]=2[C:10](=[O:11])[NH:12][CH:13]([CH:15]2[CH2:17][CH2:16]2)[CH3:14])=[O:30])[N:26]([C:38]2[C:43]([Cl:44])=[CH:42][CH:41]=[CH:40][N:39]=2)[N:25]=1. The catalyst class is: 16.